Task: Predict the product of the given reaction.. Dataset: Forward reaction prediction with 1.9M reactions from USPTO patents (1976-2016) (1) Given the reactants [CH3:1][CH2:2][CH2:3][CH2:4][CH2:5][NH2:6].C(=O)([O-])[O-].[K+].[K+].[N+:13]([C:16]1[CH:21]=[CH:20][CH:19]=[CH:18][C:17]=1[C:22]1[CH:27]=[CH:26][C:25]([CH2:28]Br)=[CH:24][CH:23]=1)([O-:15])=[O:14].C(OCC)(=O)C, predict the reaction product. The product is: [N+:13]([C:16]1[CH:21]=[CH:20][CH:19]=[CH:18][C:17]=1[C:22]1[CH:27]=[CH:26][C:25]([CH2:28][NH:6][CH2:5][CH2:4][CH2:3][CH2:2][CH3:1])=[CH:24][CH:23]=1)([O-:15])=[O:14]. (2) Given the reactants Cl[C:2]1[N:7]=[C:6]([CH:8]([CH:11]2[N:15]([CH2:16][CH3:17])[C:14]3[CH:18]=[CH:19][CH:20]=[CH:21][C:13]=3[N:12]2[CH2:22][CH3:23])[C:9]#[N:10])[C:5]([CH3:24])=[CH:4][N:3]=1.[CH:25]1([NH2:30])[CH2:29][CH2:28][CH2:27][CH2:26]1, predict the reaction product. The product is: [CH:25]1([NH:30][C:2]2[N:7]=[C:6]([C:8](=[C:11]3[N:15]([CH2:16][CH3:17])[C:14]4[CH:18]=[CH:19][CH:20]=[CH:21][C:13]=4[N:12]3[CH2:22][CH3:23])[C:9]#[N:10])[C:5]([CH3:24])=[CH:4][N:3]=2)[CH2:29][CH2:28][CH2:27][CH2:26]1. (3) Given the reactants [F:1][C:2]1[CH:3]=[C:4]([CH2:10][OH:11])[C:5]([O:8][CH3:9])=[N:6][CH:7]=1, predict the reaction product. The product is: [F:1][C:2]1[CH:3]=[C:4]([CH:10]=[O:11])[C:5]([O:8][CH3:9])=[N:6][CH:7]=1.